Dataset: Reaction yield outcomes from USPTO patents with 853,638 reactions. Task: Predict the reaction yield, written as a fraction of the theoretical maximum amount of product (1.0 means a 100% yield; for example, 0.34 means a 34% yield). The reactants are [CH3:1][C:2]1[CH:20]=[CH:19][CH:18]=[C:17]([CH3:21])[C:3]=1[O:4][C:5]1[CH:6]=[C:7]([C:14]([OH:16])=O)[C:8](=[CH:12][CH:13]=1)[C:9]([OH:11])=O.[NH2:22][CH2:23][C:24]([OH:26])=[O:25]. The catalyst is O. The product is [CH3:21][C:17]1[CH:18]=[CH:19][CH:20]=[C:2]([CH3:1])[C:3]=1[O:4][C:5]1[CH:6]=[C:7]2[C:8](=[CH:12][CH:13]=1)[C:9](=[O:11])[N:22]([CH2:23][C:24]([OH:26])=[O:25])[C:14]2=[O:16]. The yield is 0.990.